This data is from Full USPTO retrosynthesis dataset with 1.9M reactions from patents (1976-2016). The task is: Predict the reactants needed to synthesize the given product. (1) Given the product [CH3:32][N:28]1[C:27]2[CH:33]=[CH:34][C:24]([NH:23][C:18]([C:10]3[N:9]([CH2:8][C:4]4[CH:5]=[CH:6][CH:7]=[C:2]([F:1])[CH:3]=4)[C:13]4=[N:14][CH:15]=[CH:16][CH:17]=[C:12]4[CH:11]=3)=[O:20])=[CH:25][C:26]=2[N:30]=[C:29]1[CH3:31], predict the reactants needed to synthesize it. The reactants are: [F:1][C:2]1[CH:3]=[C:4]([CH2:8][N:9]2[C:13]3=[N:14][CH:15]=[CH:16][CH:17]=[C:12]3[CH:11]=[C:10]2[C:18]([O:20]CC)=O)[CH:5]=[CH:6][CH:7]=1.[NH2:23][C:24]1[CH:34]=[CH:33][C:27]2[N:28]([CH3:32])[C:29]([CH3:31])=[N:30][C:26]=2[CH:25]=1. (2) Given the product [CH2:33]([O:32][C:30](=[O:31])[NH:18][CH2:17][CH:14]1[CH2:13][C:12]2[CH:11]=[C:10]([F:19])[CH:9]=[C:8]([C:3]3[CH:4]=[CH:5][CH:6]=[CH:7][C:2]=3[Cl:1])[C:16]=2[O:15]1)[C:34]1[CH:39]=[CH:38][CH:37]=[CH:36][CH:35]=1, predict the reactants needed to synthesize it. The reactants are: [Cl:1][C:2]1[CH:7]=[CH:6][CH:5]=[CH:4][C:3]=1[C:8]1[C:16]2[O:15][CH:14]([CH2:17][NH2:18])[CH2:13][C:12]=2[CH:11]=[C:10]([F:19])[CH:9]=1.C(N(C(C)C)CC)(C)C.Cl[C:30]([O:32][CH2:33][C:34]1[CH:39]=[CH:38][CH:37]=[CH:36][CH:35]=1)=[O:31].C(OC(=O)NCC1CC2C=CC=C(C3CCCC3)C=2O1)C1C=CC=CC=1. (3) Given the product [CH:22]1([O:21][C:17]2[CH:16]=[C:15]([C:12]3[CH:13]=[CH:14][C:9]([O:8][CH2:7][CH2:6][CH2:5][C:4]([OH:29])=[O:3])=[C:10]([F:28])[C:11]=3[F:27])[CH:20]=[CH:19][CH:18]=2)[CH2:26][CH2:25][CH2:24][CH2:23]1, predict the reactants needed to synthesize it. The reactants are: C([O:3][C:4](=[O:29])[CH2:5][CH2:6][CH2:7][O:8][C:9]1[CH:14]=[CH:13][C:12]([C:15]2[CH:20]=[CH:19][CH:18]=[C:17]([O:21][CH:22]3[CH2:26][CH2:25][CH2:24][CH2:23]3)[CH:16]=2)=[C:11]([F:27])[C:10]=1[F:28])C.CCO.[OH-].[Na+].Cl. (4) Given the product [F:13][C:12]([F:14])=[CH:11][C:7]1[CH:6]=[C:5]([CH:10]=[CH:9][CH:8]=1)[CH:15]=[O:16], predict the reactants needed to synthesize it. The reactants are: [Mg].II.Br[C:5]1[CH:10]=[CH:9][CH:8]=[C:7]([CH:11]=[C:12]([F:14])[F:13])[CH:6]=1.[CH:15](N1CCCCC1)=[O:16].Cl.